This data is from Reaction yield outcomes from USPTO patents with 853,638 reactions. The task is: Predict the reaction yield, written as a fraction of the theoretical maximum amount of product (1.0 means a 100% yield; for example, 0.34 means a 34% yield). The reactants are Cl[C:2]1[CH:10]=[CH:9][C:5]([C:6]([OH:8])=[O:7])=[CH:4][CH:3]=1.[CH:11]#[C:12][CH2:13][CH2:14][CH2:15][CH2:16][CH2:17][CH2:18][CH2:19][CH3:20].C([O-])([O-])=O.[Cs+].[Cs+].O. The catalyst is C1(P(C2CCCCC2)C2C=CC=CC=2C2C(C(C)C)=CC(S([O-])(=O)=O)=CC=2C(C)C)CCCCC1.[Na+].C(#N)C. The product is [C:11]([C:2]1[CH:10]=[CH:9][C:5]([C:6]([OH:8])=[O:7])=[CH:4][CH:3]=1)#[C:12][CH2:13][CH2:14][CH2:15][CH2:16][CH2:17][CH2:18][CH2:19][CH3:20]. The yield is 0.860.